From a dataset of NCI-60 drug combinations with 297,098 pairs across 59 cell lines. Regression. Given two drug SMILES strings and cell line genomic features, predict the synergy score measuring deviation from expected non-interaction effect. (1) Synergy scores: CSS=29.2, Synergy_ZIP=1.44, Synergy_Bliss=-0.000788, Synergy_Loewe=-19.1, Synergy_HSA=1.53. Drug 1: C1CC(=O)NC(=O)C1N2CC3=C(C2=O)C=CC=C3N. Drug 2: C1=CC(=CC=C1CCC2=CNC3=C2C(=O)NC(=N3)N)C(=O)NC(CCC(=O)O)C(=O)O. Cell line: COLO 205. (2) Drug 1: C1=CC(=CC=C1CC(C(=O)O)N)N(CCCl)CCCl.Cl. Drug 2: CC1=C(C=C(C=C1)NC(=O)C2=CC=C(C=C2)CN3CCN(CC3)C)NC4=NC=CC(=N4)C5=CN=CC=C5. Cell line: SF-539. Synergy scores: CSS=11.0, Synergy_ZIP=-6.47, Synergy_Bliss=-3.60, Synergy_Loewe=-4.08, Synergy_HSA=-3.73. (3) Drug 1: C1=CC(=CC=C1CC(C(=O)O)N)N(CCCl)CCCl.Cl. Drug 2: CC1=C(C=C(C=C1)C(=O)NC2=CC(=CC(=C2)C(F)(F)F)N3C=C(N=C3)C)NC4=NC=CC(=N4)C5=CN=CC=C5. Cell line: EKVX. Synergy scores: CSS=-2.50, Synergy_ZIP=1.28, Synergy_Bliss=-1.83, Synergy_Loewe=-5.45, Synergy_HSA=-5.41. (4) Drug 1: CC12CCC(CC1=CCC3C2CCC4(C3CC=C4C5=CN=CC=C5)C)O. Drug 2: CC1OCC2C(O1)C(C(C(O2)OC3C4COC(=O)C4C(C5=CC6=C(C=C35)OCO6)C7=CC(=C(C(=C7)OC)O)OC)O)O. Cell line: NCIH23. Synergy scores: CSS=56.5, Synergy_ZIP=1.75, Synergy_Bliss=-0.0508, Synergy_Loewe=-8.84, Synergy_HSA=0.642. (5) Drug 1: CC1=C2C(C(=O)C3(C(CC4C(C3C(C(C2(C)C)(CC1OC(=O)C(C(C5=CC=CC=C5)NC(=O)C6=CC=CC=C6)O)O)OC(=O)C7=CC=CC=C7)(CO4)OC(=O)C)O)C)OC(=O)C. Drug 2: CC12CCC3C(C1CCC2OP(=O)(O)O)CCC4=C3C=CC(=C4)OC(=O)N(CCCl)CCCl.[Na+]. Cell line: HS 578T. Synergy scores: CSS=79.6, Synergy_ZIP=27.6, Synergy_Bliss=25.0, Synergy_Loewe=-7.75, Synergy_HSA=25.0. (6) Drug 1: CC1=C2C(C(=O)C3(C(CC4C(C3C(C(C2(C)C)(CC1OC(=O)C(C(C5=CC=CC=C5)NC(=O)OC(C)(C)C)O)O)OC(=O)C6=CC=CC=C6)(CO4)OC(=O)C)OC)C)OC. Drug 2: C1=NNC2=C1C(=O)NC=N2. Cell line: OVCAR-5. Synergy scores: CSS=54.7, Synergy_ZIP=8.15, Synergy_Bliss=9.18, Synergy_Loewe=-22.7, Synergy_HSA=8.50. (7) Drug 1: CC1CCC2CC(C(=CC=CC=CC(CC(C(=O)C(C(C(=CC(C(=O)CC(OC(=O)C3CCCCN3C(=O)C(=O)C1(O2)O)C(C)CC4CCC(C(C4)OC)OCCO)C)C)O)OC)C)C)C)OC. Drug 2: C1=NC2=C(N1)C(=S)N=CN2. Cell line: HT29. Synergy scores: CSS=24.0, Synergy_ZIP=-8.73, Synergy_Bliss=0.269, Synergy_Loewe=-0.935, Synergy_HSA=0.928. (8) Drug 1: C1CCC(CC1)NC(=O)N(CCCl)N=O. Drug 2: C(CC(=O)O)C(=O)CN.Cl. Cell line: RPMI-8226. Synergy scores: CSS=43.4, Synergy_ZIP=-3.28, Synergy_Bliss=-0.112, Synergy_Loewe=-2.32, Synergy_HSA=1.82.